This data is from Full USPTO retrosynthesis dataset with 1.9M reactions from patents (1976-2016). The task is: Predict the reactants needed to synthesize the given product. (1) Given the product [Br:1][C:2]1[CH:7]=[CH:6][C:5]([N+:8]([O-:10])=[O:9])=[C:4]([CH:3]=1)[NH:21][CH2:20][C:17]1[CH:18]=[CH:19][C:14]([O:13][CH3:12])=[CH:15][CH:16]=1, predict the reactants needed to synthesize it. The reactants are: [Br:1][C:2]1[CH:7]=[CH:6][C:5]([N+:8]([O-:10])=[O:9])=[C:4](F)[CH:3]=1.[CH3:12][O:13][C:14]1[CH:19]=[CH:18][C:17]([CH2:20][NH2:21])=[CH:16][CH:15]=1. (2) Given the product [NH2:6][C:7]1[C:15]([C:16]([F:17])([F:18])[F:19])=[CH:14][C:10]([C:11]([O:13][CH3:29])=[O:12])=[CH:9][C:8]=1[Cl:20], predict the reactants needed to synthesize it. The reactants are: S(=O)(=O)(O)O.[NH2:6][C:7]1[C:15]([C:16]([F:19])([F:18])[F:17])=[CH:14][C:10]([C:11]([OH:13])=[O:12])=[CH:9][C:8]=1[Cl:20].P([O-])([O-])([O-])=O.[K+].[K+].[K+].[CH3:29]O.